This data is from Reaction yield outcomes from USPTO patents with 853,638 reactions. The task is: Predict the reaction yield, written as a fraction of the theoretical maximum amount of product (1.0 means a 100% yield; for example, 0.34 means a 34% yield). The reactants are ClC1C=C([C:9]2[N:13]3[C:14]4[N:22]=[C:21]([O:23][CH3:24])[CH:20]=[CH:19][C:15]=4[N:16]=[C:17]([CH3:18])[C:12]3=[C:11]([CH3:25])[N:10]=2)C=C(Cl)C=1.CCN(CC)CC.[F:33][C:34]1[CH:39]=[CH:38][C:37]([C:40]#[CH:41])=[CH:36][CH:35]=1. The catalyst is Cl[Pd](Cl)([P](C1C=CC=CC=1)(C1C=CC=CC=1)C1C=CC=CC=1)[P](C1C=CC=CC=1)(C1C=CC=CC=1)C1C=CC=CC=1.[Cu]I.CN(C=O)C. The product is [F:33][C:34]1[CH:39]=[CH:38][C:37]([C:40]#[C:41][C:9]2[N:13]3[C:14]4[N:22]=[C:21]([O:23][CH3:24])[CH:20]=[CH:19][C:15]=4[N:16]=[C:17]([CH3:18])[C:12]3=[C:11]([CH3:25])[N:10]=2)=[CH:36][CH:35]=1. The yield is 0.440.